Dataset: Full USPTO retrosynthesis dataset with 1.9M reactions from patents (1976-2016). Task: Predict the reactants needed to synthesize the given product. (1) Given the product [Cl:24][C:7]1[C:8]([NH:12][C:13](=[O:23])[CH2:14][C@@H:15]([CH3:22])[C:16]2[CH:21]=[CH:20][CH:19]=[CH:18][CH:17]=2)=[C:9]2[C:4](=[CH:5][CH:6]=1)[N:3]=[C:2]([N:25]1[CH2:30][CH2:29][NH:28][CH2:27][CH2:26]1)[CH:11]=[CH:10]2, predict the reactants needed to synthesize it. The reactants are: Cl[C:2]1[CH:11]=[CH:10][C:9]2[C:4](=[CH:5][CH:6]=[C:7]([Cl:24])[C:8]=2[NH:12][C:13](=[O:23])[CH2:14][C@@H:15]([CH3:22])[C:16]2[CH:21]=[CH:20][CH:19]=[CH:18][CH:17]=2)[N:3]=1.[NH:25]1[CH2:30][CH2:29][NH:28][CH2:27][CH2:26]1. (2) Given the product [C:20]([O:24][C:25]([N:27]1[CH2:32][CH2:31][CH:30]([N:33]([CH:34]2[CH2:35][CH2:36]2)[C:15](=[O:17])[C:14]2[CH:13]=[CH:12][C:11]([C:8]3[CH:7]=[CH:6][C:5]([S:2]([CH3:1])(=[O:3])=[O:4])=[CH:10][N:9]=3)=[CH:19][CH:18]=2)[CH2:29][CH2:28]1)=[O:26])([CH3:23])([CH3:21])[CH3:22], predict the reactants needed to synthesize it. The reactants are: [CH3:1][S:2]([C:5]1[CH:6]=[CH:7][C:8]([C:11]2[CH:19]=[CH:18][C:14]([C:15]([OH:17])=O)=[CH:13][CH:12]=2)=[N:9][CH:10]=1)(=[O:4])=[O:3].[C:20]([O:24][C:25]([N:27]1[CH2:32][CH2:31][CH:30]([NH:33][CH:34]2[CH2:36][CH2:35]2)[CH2:29][CH2:28]1)=[O:26])([CH3:23])([CH3:22])[CH3:21]. (3) Given the product [F:4][C:5]1[CH:6]=[N:7][CH:8]=[CH:9][C:10]=1[C:11](=[O:12])[CH3:1], predict the reactants needed to synthesize it. The reactants are: [CH3:1][Mg+].[Br-].[F:4][C:5]1[CH:6]=[N:7][CH:8]=[CH:9][C:10]=1[C:11](N(C)OC)=[O:12]. (4) Given the product [Br:1][C:2]1[CH:3]=[CH:4][CH:5]=[C:13]2[C:14]=1[C:6]1[CH2:7][C:8]3[CH:20]=[C:19]([Br:24])[C:18]([O:21][CH3:22])=[CH:17][C:9]=3[C:10]([CH3:15])([CH3:16])[C:11]=1[NH:12]2.[Br:1][C:2]1[CH:14]=[C:13]2[C:5]([C:29]3[CH2:28][C:27]4[CH:26]=[C:25]([Br:24])[C:34]([O:35][CH3:36])=[CH:33][C:32]=4[C:31]([CH3:38])([CH3:37])[C:30]=3[NH:12]2)=[CH:4][CH:3]=1, predict the reactants needed to synthesize it. The reactants are: [Br:1][C:2]1[CH:14]=[C:13]2[C:5]([C:6]3[C:7](=O)[C:8]4[CH:20]=[CH:19][C:18]([O:21][CH3:22])=[CH:17][C:9]=4[C:10]([CH3:16])([CH3:15])[C:11]=3[NH:12]2)=[CH:4][CH:3]=1.[Br:24][C:25]1[CH:26]=[C:27]2[C:32](=[CH:33][C:34]=1[O:35][CH3:36])[C:31]([CH3:38])([CH3:37])[C:30](=O)[CH2:29][CH2:28]2. (5) Given the product [Cl:1][C:2]1[N:3]=[N:4][C:5]([Cl:8])=[CH:6][C:7]=1[CH2:9][CH3:10], predict the reactants needed to synthesize it. The reactants are: [Cl:1][C:2]1[N:3]=[N:4][C:5]([Cl:8])=[CH:6][CH:7]=1.[C:9](O)(=O)[CH2:10]C.S(=O)(=O)(O)O.S(OOS([O-])(=O)=O)([O-])(=O)=O.[NH4+].[NH4+].[OH-].[NH4+].